Dataset: Forward reaction prediction with 1.9M reactions from USPTO patents (1976-2016). Task: Predict the product of the given reaction. (1) Given the reactants [CH3:1][S:2]([O:5][CH3:6])(=[O:4])=[O:3].[Li][CH2:8]CCC.C(OC(N1[CH2:24][CH2:23][CH:22]([O:25][C:26]2[CH:31]=[CH:30][C:29](C=O)=[C:28]([B:34]3[O:38]C(C)(C)[C:36](C)(C)[O:35]3)[CH:27]=2)[CH2:21][CH2:20]1)=O)(C)(C)C, predict the reaction product. The product is: [OH:38][B:34]1[C:28]2[CH:27]=[C:26]([O:25][C:22]3[CH:21]=[CH:20][CH:8]=[CH:24][CH:23]=3)[CH:31]=[CH:30][C:29]=2[CH:36]([CH2:1][S:2]([O:5][CH3:6])(=[O:4])=[O:3])[O:35]1. (2) Given the reactants [OH:1][CH2:2][CH2:3][CH2:4][CH2:5][NH:6][C:7]([N:9]1[CH2:17][C:16]2[C:11](=[CH:12][CH:13]=[CH:14][CH:15]=2)[CH2:10]1)=[O:8].O=CCCCNC(=O)C1C=CC=CC=1, predict the reaction product. The product is: [O:1]=[CH:2][CH2:3][CH2:4][CH2:5][NH:6][C:7]([N:9]1[CH2:10][C:11]2[C:16](=[CH:15][CH:14]=[CH:13][CH:12]=2)[CH2:17]1)=[O:8]. (3) Given the reactants C(OC([N:8]1[C:12]2[CH:13]=[N:14][CH:15]=[CH:16][C:11]=2[N:10]=[C:9]1[C:17]1[CH:22]=[C:21](Br)[CH:20]=[CH:19][C:18]=1[Cl:24])=O)(C)(C)C.C1(P(C2CCCCC2)C2C=CC=CC=2C2C(C(C)C)=CC(C(C)C)=CC=2C(C)C)CCCCC1.C(=O)([O-])[O-].[Cs+].[Cs+].[CH2:65]([O:67][C:68]([CH:70]1[CH2:75][CH2:74][NH:73][CH2:72][CH2:71]1)=[O:69])[CH3:66], predict the reaction product. The product is: [CH2:65]([O:67][C:68]([CH:70]1[CH2:75][CH2:74][N:73]([C:21]2[CH:20]=[CH:19][C:18]([Cl:24])=[C:17]([C:9]3[NH:8][C:12]4[CH:13]=[N:14][CH:15]=[CH:16][C:11]=4[N:10]=3)[CH:22]=2)[CH2:72][CH2:71]1)=[O:69])[CH3:66]. (4) The product is: [C:13]([C:14]1[O:15][CH:2]=[C:3]([C:5]2[CH:10]=[CH:9][C:8]([F:11])=[CH:7][CH:6]=2)[N:16]=1)([CH3:18])([CH3:17])[CH3:12]. Given the reactants Br[CH2:2][C:3]([C:5]1[CH:10]=[CH:9][C:8]([F:11])=[CH:7][CH:6]=1)=O.[CH3:12][C:13]([CH3:18])([CH3:17])[C:14]([NH2:16])=[O:15], predict the reaction product. (5) Given the reactants COC(C1C=CC(C(O)=O)=NC=1)=O.N1C=CC=CC=1CN.[N:22]1[CH:27]=[CH:26][CH:25]=[CH:24][C:23]=1[CH2:28][NH:29][C:30]([C:32]1[CH:41]=[CH:40][C:35]([C:36]([O:38]C)=[O:37])=[CH:34][N:33]=1)=[O:31], predict the reaction product. The product is: [N:22]1[CH:27]=[CH:26][CH:25]=[CH:24][C:23]=1[CH2:28][NH:29][C:30]([C:32]1[CH:41]=[CH:40][C:35]([C:36]([OH:38])=[O:37])=[CH:34][N:33]=1)=[O:31]. (6) Given the reactants C(O[C:4]1[C:5](=[O:16])[C:6](=[O:15])[C:7]=1[NH:8][C:9]1[CH:10]=[N:11][CH:12]=[CH:13][CH:14]=1)C.[Cl:17][C:18]1[CH:23]=[CH:22][C:21]([NH:24][CH2:25][CH2:26][CH2:27][CH2:28][CH2:29][CH2:30][NH2:31])=[CH:20][CH:19]=1, predict the reaction product. The product is: [Cl:17][C:18]1[CH:19]=[CH:20][C:21]([NH:24][CH2:25][CH2:26][CH2:27][CH2:28][CH2:29][CH2:30][NH:31][C:4]2[C:5](=[O:16])[C:6](=[O:15])[C:7]=2[NH:8][C:9]2[CH:10]=[N:11][CH:12]=[CH:13][CH:14]=2)=[CH:22][CH:23]=1. (7) Given the reactants S(=O)(=O)(O)O.[CH3:6][O:7][C:8]([C:10]1[C:15]([NH2:16])=[CH:14][CH:13]=[CH:12][N:11]=1)=[O:9].[Br:17]Br.[OH-].[Na+], predict the reaction product. The product is: [CH3:6][O:7][C:8]([C:10]1[C:15]([NH2:16])=[CH:14][CH:13]=[C:12]([Br:17])[N:11]=1)=[O:9].